This data is from Forward reaction prediction with 1.9M reactions from USPTO patents (1976-2016). The task is: Predict the product of the given reaction. The product is: [F:8][C:7]1[C:2]([F:1])=[C:3]([Si:10]([CH3:12])([CH3:11])[CH3:13])[CH:4]=[C:5]([CH3:9])[C:6]=1[C:22]([C@@H:24]1[CH2:29][CH2:28][CH2:27][N:26]([C:30]([O:32][C:33]([CH3:36])([CH3:35])[CH3:34])=[O:31])[CH2:25]1)=[O:23]. Given the reactants [F:1][C:2]1[C:7]([F:8])=[CH:6][C:5]([CH3:9])=[CH:4][C:3]=1[Si:10]([CH3:13])([CH3:12])[CH3:11].[Li]CCCC.CON(C)[C:22]([C@@H:24]1[CH2:29][CH2:28][CH2:27][N:26]([C:30]([O:32][C:33]([CH3:36])([CH3:35])[CH3:34])=[O:31])[CH2:25]1)=[O:23], predict the reaction product.